This data is from Reaction yield outcomes from USPTO patents with 853,638 reactions. The task is: Predict the reaction yield, written as a fraction of the theoretical maximum amount of product (1.0 means a 100% yield; for example, 0.34 means a 34% yield). (1) The reactants are Br[C:2]1[C:6]2[CH:7]=[C:8]([F:11])[CH:9]=[CH:10][C:5]=2[S:4][CH:3]=1.[Mg].II.[C:15]([O:19][C:20]([N:22]1[CH2:26][CH2:25][C:24]([CH2:29][CH2:30][C:31]([CH3:34])([CH3:33])[CH3:32])([CH:27]=[O:28])[CH2:23]1)=[O:21])([CH3:18])([CH3:17])[CH3:16]. The catalyst is O1CCCC1. The product is [C:15]([O:19][C:20]([N:22]1[CH2:26][CH2:25][C:24]([CH2:29][CH2:30][C:31]([CH3:34])([CH3:33])[CH3:32])([CH:27]([C:2]2[C:6]3[CH:7]=[C:8]([F:11])[CH:9]=[CH:10][C:5]=3[S:4][CH:3]=2)[OH:28])[CH2:23]1)=[O:21])([CH3:18])([CH3:17])[CH3:16]. The yield is 0.210. (2) The reactants are [NH:1]1[CH2:6][CH2:5][CH:4]([N:7]2[C@@H:16]3[C@H:11]([CH2:12][CH2:13][CH2:14][CH2:15]3)[O:10][CH2:9][C:8]2=[O:17])[CH2:3][CH2:2]1.O=[C:19]1[CH2:24][CH2:23][N:22]([C:25]([O:27][C:28]([CH3:31])([CH3:30])[CH3:29])=[O:26])[CH2:21][CH2:20]1.C(N(CC)CC)C.C(O[BH-](OC(=O)C)OC(=O)C)(=O)C.[Na+].C([O-])(O)=O.[Na+]. The catalyst is ClCCl. The product is [O:17]=[C:8]1[N:7]([CH:4]2[CH2:5][CH2:6][N:1]([CH:19]3[CH2:24][CH2:23][N:22]([C:25]([O:27][C:28]([CH3:31])([CH3:30])[CH3:29])=[O:26])[CH2:21][CH2:20]3)[CH2:2][CH2:3]2)[C@@H:16]2[C@H:11]([CH2:12][CH2:13][CH2:14][CH2:15]2)[O:10][CH2:9]1. The yield is 0.360.